From a dataset of Forward reaction prediction with 1.9M reactions from USPTO patents (1976-2016). Predict the product of the given reaction. Given the reactants [NH:1]1[C:9]2[C:4](=[CH:5][CH:6]=[CH:7][N:8]=2)[CH:3]=[CH:2]1.[H-].[Na+].Cl[CH2:13][O:14][CH2:15][CH2:16][Si:17]([CH3:20])([CH3:19])[CH3:18], predict the reaction product. The product is: [CH3:18][Si:17]([CH3:20])([CH3:19])[CH2:16][CH2:15][O:14][CH2:13][N:1]1[C:9]2=[N:8][CH:7]=[CH:6][CH:5]=[C:4]2[CH:3]=[CH:2]1.